Dataset: Reaction yield outcomes from USPTO patents with 853,638 reactions. Task: Predict the reaction yield, written as a fraction of the theoretical maximum amount of product (1.0 means a 100% yield; for example, 0.34 means a 34% yield). (1) The reactants are [O:1]1[C:5]([C:6]2[CH:11]=[CH:10][C:9]([NH:12][C:13]3[N:14]=[C:15]([NH:23][CH2:24][CH:25]4[CH2:30][CH2:29][O:28][CH2:27][CH2:26]4)[C:16]4[CH2:22][NH:21][CH2:20][CH2:19][C:17]=4[N:18]=3)=[CH:8][CH:7]=2)=[CH:4][N:3]=[CH:2]1.[C:31](O)(=[O:33])[CH3:32].C(O)C=O. The catalyst is CO. The product is [O:1]1[C:5]([C:6]2[CH:7]=[CH:8][C:9]([NH:12][C:13]3[N:14]=[C:15]([NH:23][CH2:24][CH:25]4[CH2:26][CH2:27][O:28][CH2:29][CH2:30]4)[C:16]4[CH2:22][N:21]([CH2:32][CH2:31][OH:33])[CH2:20][CH2:19][C:17]=4[N:18]=3)=[CH:10][CH:11]=2)=[CH:4][N:3]=[CH:2]1. The yield is 0.226. (2) The reactants are [F:1][C:2]1[CH:13]=[CH:12][C:5]([C:6]([N:8]([O:10][CH3:11])[CH3:9])=[O:7])=[CH:4][C:3]=1[OH:14].N1C=CN=C1.[CH3:20][C:21]([Si:24](Cl)([CH3:26])[CH3:25])([CH3:23])[CH3:22]. The catalyst is CN(C=O)C. The product is [Si:24]([O:14][C:3]1[CH:4]=[C:5]([CH:12]=[CH:13][C:2]=1[F:1])[C:6]([N:8]([O:10][CH3:11])[CH3:9])=[O:7])([C:21]([CH3:23])([CH3:22])[CH3:20])([CH3:26])[CH3:25]. The yield is 0.670. (3) The reactants are [NH:1]1[CH:5]=[C:4]([CH2:6][CH2:7][NH:8][C:9](=[O:24])[NH:10][CH:11]([CH2:15][C:16]2[CH:21]=[CH:20][C:19]([O:22][CH3:23])=[CH:18][CH:17]=2)[C:12]([OH:14])=O)[N:3]=[CH:2]1.C(N(C(C)C)CC)(C)C.CN(C(ON1N=NC2C=CC=CC1=2)=[N+](C)C)C.[B-](F)(F)(F)F.FC(F)(F)C(O)=O.[CH2:63]([O:67][C:68]1([C:72]2[CH:77]=[CH:76][CH:75]=[CH:74][CH:73]=2)[CH2:71][NH:70][CH2:69]1)[CH2:64][CH2:65][CH3:66]. The catalyst is ClCCl.CN(C)C=O. The product is [CH2:63]([O:67][C:68]1([C:72]2[CH:77]=[CH:76][CH:75]=[CH:74][CH:73]=2)[CH2:71][N:70]([C:12](=[O:14])[CH:11]([NH:10][C:9]([NH:8][CH2:7][CH2:6][C:4]2[N:3]=[CH:2][NH:1][CH:5]=2)=[O:24])[CH2:15][C:16]2[CH:21]=[CH:20][C:19]([O:22][CH3:23])=[CH:18][CH:17]=2)[CH2:69]1)[CH2:64][CH2:65][CH3:66]. The yield is 0.0300. (4) The reactants are [CH3:1][O:2][CH2:3][CH2:4][N:5]1[CH2:10][CH2:9][N:8]([C:11]2[CH:16]=[CH:15][C:14]([N+:17]([O-])=O)=[CH:13][N:12]=2)[CH2:7][CH2:6]1. The catalyst is [Pt].CCO. The product is [CH3:1][O:2][CH2:3][CH2:4][N:5]1[CH2:6][CH2:7][N:8]([C:11]2[N:12]=[CH:13][C:14]([NH2:17])=[CH:15][CH:16]=2)[CH2:9][CH2:10]1. The yield is 1.00. (5) The reactants are Cl[C:2]1[N:7]2[N:8]=[C:9]([CH3:11])[CH:10]=[C:6]2[N:5]=[C:4]([NH:12][C:13]([CH:15]2[CH2:17][CH:16]2[C:18]2[CH:23]=[CH:22][CH:21]=[CH:20][CH:19]=2)=[O:14])[CH:3]=1.[CH3:24][O:25][C:26]1[CH:31]=[CH:30][C:29](B(O)O)=[CH:28][CH:27]=1.O1CCOCC1. The catalyst is CO.C1C=CC(P(C2C=CC=CC=2)[C-]2C=CC=C2)=CC=1.C1C=CC(P(C2C=CC=CC=2)[C-]2C=CC=C2)=CC=1.Cl[Pd]Cl.[Fe+2]. The product is [CH3:24][O:25][C:26]1[CH:31]=[CH:30][C:29]([C:2]2[N:7]3[N:8]=[C:9]([CH3:11])[CH:10]=[C:6]3[N:5]=[C:4]([NH:12][C:13]([CH:15]3[CH2:17][CH:16]3[C:18]3[CH:23]=[CH:22][CH:21]=[CH:20][CH:19]=3)=[O:14])[CH:3]=2)=[CH:28][CH:27]=1. The yield is 0.690.